Dataset: Forward reaction prediction with 1.9M reactions from USPTO patents (1976-2016). Task: Predict the product of the given reaction. The product is: [C:1]([O:5][C:6]([NH:8][C:9]1[CH:14]=[C:13]([C:15]2[C:16]([C:18]3[CH:23]=[CH:22][CH:21]=[CH:20][CH:19]=3)=[N:35][NH:25][CH:24]=2)[CH:12]=[CH:11][N:10]=1)=[O:7])([CH3:4])([CH3:3])[CH3:2]. Given the reactants [C:1]([O:5][C:6]([NH:8][C:9]1[CH:14]=[C:13]([C:15](=[CH:24][N:25](C)C)[C:16]([C:18]2[CH:23]=[CH:22][CH:21]=[CH:20][CH:19]=2)=O)[CH:12]=[CH:11][N:10]=1)=[O:7])([CH3:4])([CH3:3])[CH3:2].C(OC([NH:35]C1C=C(C(=CN(C)C)C(C2C=CC(F)=CC=2)=O)C=CN=1)=O)(C)(C)C, predict the reaction product.